Task: Predict the reactants needed to synthesize the given product.. Dataset: Full USPTO retrosynthesis dataset with 1.9M reactions from patents (1976-2016) (1) Given the product [Cl:1][CH2:2][CH:3]1[C:11]2[C:10]3[CH:12]=[CH:13][C:14]([C:16]#[N:17])=[CH:15][C:9]=3[C:8]([N+:25]([O-:27])=[O:26])=[CH:7][C:6]=2[NH:5][CH2:4]1, predict the reactants needed to synthesize it. The reactants are: [Cl:1][CH2:2][CH:3]1[C:11]2[C:10]3[CH:12]=[CH:13][C:14]([C:16]#[N:17])=[CH:15][C:9]=3[CH:8]=[CH:7][C:6]=2[N:5](C(OC(C)(C)C)=O)[CH2:4]1.[N+:25]([O-])([O-:27])=[O:26].[K+].N. (2) Given the product [CH2:29]([N:31]1[C:39](=[O:40])[C:38]2[C:33](=[CH:34][CH:35]=[CH:36][CH:37]=2)[N:32]1[C:2]1[N:10]=[C:9]2[C:5]([N:6]=[C:7]([CH2:12][N:13]3[CH2:18][CH2:17][CH:16]([C:19]([OH:22])([CH3:20])[CH3:21])[CH2:15][CH2:14]3)[N:8]2[CH3:11])=[C:4]([N:23]2[CH2:28][CH2:27][O:26][CH2:25][CH2:24]2)[N:3]=1)[CH3:30], predict the reactants needed to synthesize it. The reactants are: Cl[C:2]1[N:10]=[C:9]2[C:5]([N:6]=[C:7]([CH2:12][N:13]3[CH2:18][CH2:17][CH:16]([C:19]([OH:22])([CH3:21])[CH3:20])[CH2:15][CH2:14]3)[N:8]2[CH3:11])=[C:4]([N:23]2[CH2:28][CH2:27][O:26][CH2:25][CH2:24]2)[N:3]=1.[CH2:29]([N:31]1[C:39](=[O:40])[C:38]2[C:33](=[CH:34][CH:35]=[CH:36][CH:37]=2)[NH:32]1)[CH3:30]. (3) The reactants are: [F:1][C:2]1[CH:9]=[C:8]([F:10])[CH:7]=[CH:6][C:3]=1[CH:4]=[O:5].[CH2:11](O)[CH2:12][OH:13].C1(C)C=CC(S(O)(=O)=O)=CC=1. Given the product [F:1][C:2]1[CH:9]=[C:8]([F:10])[CH:7]=[CH:6][C:3]=1[CH:4]1[O:13][CH2:12][CH2:11][O:5]1, predict the reactants needed to synthesize it. (4) The reactants are: [Cl:1][C:2]1[CH:3]=[C:4]2[C:9](=[C:10]([F:12])[CH:11]=1)[C:8]([CH3:14])([CH3:13])[C:7](=[O:15])[C:6]([C:16](OCC)=[O:17])=[C:5]2[OH:21].C(N(C(C)C)C(C)C)C.Cl.[NH2:32][CH2:33][C:34]([O:36][C:37]([CH3:40])([CH3:39])[CH3:38])=[O:35]. Given the product [Cl:1][C:2]1[CH:3]=[C:4]2[C:9](=[C:10]([F:12])[CH:11]=1)[C:8]([CH3:14])([CH3:13])[C:7](=[O:15])[C:6]([C:16]([NH:32][CH2:33][C:34]([O:36][C:37]([CH3:40])([CH3:39])[CH3:38])=[O:35])=[O:17])=[C:5]2[OH:21], predict the reactants needed to synthesize it. (5) Given the product [NH2:8][C@H:9]([C:14]1[CH:19]=[CH:18][C:17]([F:20])=[CH:16][CH:15]=1)[CH2:10][C:11]([N:23]([CH3:24])[CH3:22])=[O:12], predict the reactants needed to synthesize it. The reactants are: C(OC([NH:8][C@H:9]([C:14]1[CH:19]=[CH:18][C:17]([F:20])=[CH:16][CH:15]=1)[CH2:10][C:11](O)=[O:12])=O)(C)(C)C.C[CH2:22][N:23]=[C:24]=NCCCN(C)C.C1C=CC2N(O)N=NC=2C=1.CNC. (6) Given the product [CH:19]1([C:17]([NH:16][C:14]2[N:15]=[C:10]3[CH:9]=[CH:8][C:7]([O:6][C:5]4[CH:22]=[CH:23][C:2]([NH:1][C:40]([C:35]5[C:34](=[O:43])[N:33]([C:28]6[CH:29]=[CH:30][C:31]([F:32])=[C:26]([F:25])[CH:27]=6)[C:38]([CH3:39])=[CH:37][CH:36]=5)=[O:41])=[CH:3][C:4]=4[F:24])=[CH:12][N:11]3[CH:13]=2)=[O:18])[CH2:21][CH2:20]1, predict the reactants needed to synthesize it. The reactants are: [NH2:1][C:2]1[CH:23]=[CH:22][C:5]([O:6][C:7]2[CH:8]=[CH:9][C:10]3[N:11]([CH:13]=[C:14]([NH:16][C:17]([CH:19]4[CH2:21][CH2:20]4)=[O:18])[N:15]=3)[CH:12]=2)=[C:4]([F:24])[CH:3]=1.[F:25][C:26]1[CH:27]=[C:28]([N:33]2[C:38]([CH3:39])=[CH:37][CH:36]=[C:35]([C:40](O)=[O:41])[C:34]2=[O:43])[CH:29]=[CH:30][C:31]=1[F:32].CN(C(ON1N=NC2C=CC=NC1=2)=[N+](C)C)C.F[P-](F)(F)(F)(F)F.C(N(CC)C(C)C)(C)C. (7) Given the product [CH3:29][C:26]1([CH3:30])[O:25][C:24]2[CH:31]=[CH:32][C:21]([C@H:19]3[O:18][C:17](=[O:33])[N:16]([CH2:15][CH2:14][C:11]4[CH:10]=[CH:9][C:8]([O:7][CH2:6][CH2:5][OH:4])=[CH:13][CH:12]=4)[CH2:20]3)=[CH:22][C:23]=2[CH2:28][O:27]1, predict the reactants needed to synthesize it. The reactants are: C([O:4][CH2:5][CH2:6][O:7][C:8]1[CH:13]=[CH:12][C:11]([CH2:14][CH2:15][N:16]2[CH2:20][C@@H:19]([C:21]3[CH:32]=[CH:31][C:24]4[O:25][C:26]([CH3:30])([CH3:29])[O:27][CH2:28][C:23]=4[CH:22]=3)[O:18][C:17]2=[O:33])=[CH:10][CH:9]=1)(=O)C.O([Si](C)(C)C)[K].P([O-])([O-])([O-])=O.O.